From a dataset of Reaction yield outcomes from USPTO patents with 853,638 reactions. Predict the reaction yield, written as a fraction of the theoretical maximum amount of product (1.0 means a 100% yield; for example, 0.34 means a 34% yield). (1) The reactants are [F:1][C:2]1[CH:7]=[CH:6][C:5](I)=[CH:4][C:3]=1[N:9]1[CH:14]=[C:13]([O:15][CH3:16])[C:12](=[O:17])[C:11]([C:18]2[N:22]([C:23]3[CH:28]=[CH:27][CH:26]=[CH:25][CH:24]=3)[N:21]=[CH:20][CH:19]=2)=[N:10]1.Cl.[F:30][C:31]1([F:35])[CH2:34][NH:33][CH2:32]1.O(C(C)(C)C)[Na].CC1(C)C2C(=C(P(C3C=CC=CC=3)C3C=CC=CC=3)C=CC=2)OC2C(P(C3C=CC=CC=3)C3C=CC=CC=3)=CC=CC1=2. The catalyst is O1CCOCC1.C([O-])(O)=O.[Na+].C1C=CC(/C=C/C(/C=C/C2C=CC=CC=2)=O)=CC=1.C1C=CC(/C=C/C(/C=C/C2C=CC=CC=2)=O)=CC=1.C1C=CC(/C=C/C(/C=C/C2C=CC=CC=2)=O)=CC=1.[Pd].[Pd]. The product is [F:30][C:31]1([F:35])[CH2:34][N:33]([C:5]2[CH:6]=[CH:7][C:2]([F:1])=[C:3]([N:9]3[CH:14]=[C:13]([O:15][CH3:16])[C:12](=[O:17])[C:11]([C:18]4[N:22]([C:23]5[CH:28]=[CH:27][CH:26]=[CH:25][CH:24]=5)[N:21]=[CH:20][CH:19]=4)=[N:10]3)[CH:4]=2)[CH2:32]1. The yield is 0.410. (2) The reactants are [Cl:1][C:2]1[CH:3]=[C:4]([C:8]2[CH:9]=[C:10]([C:23]([O:25][CH3:26])=[O:24])[C:11]3[NH:12][C:13]4[CH:14]=[C:15]([CH:21]=O)[CH:16]=[CH:17][C:18]=4[C:19]=3[N:20]=2)[CH:5]=[CH:6][CH:7]=1.[C:27]([N:31]1[CH2:36][CH2:35][NH:34][CH2:33][CH2:32]1)([CH3:30])([CH3:29])[CH3:28].C(O[BH-](OC(=O)C)OC(=O)C)(=O)C.[Na+].C(O)(=O)C. The catalyst is CN(C=O)C.C(Cl)Cl. The product is [C:27]([N:31]1[CH2:36][CH2:35][N:34]([CH2:21][C:15]2[CH:16]=[CH:17][C:18]3[C:19]4[N:20]=[C:8]([C:4]5[CH:5]=[CH:6][CH:7]=[C:2]([Cl:1])[CH:3]=5)[CH:9]=[C:10]([C:23]([O:25][CH3:26])=[O:24])[C:11]=4[NH:12][C:13]=3[CH:14]=2)[CH2:33][CH2:32]1)([CH3:30])([CH3:29])[CH3:28]. The yield is 0.420.